This data is from Full USPTO retrosynthesis dataset with 1.9M reactions from patents (1976-2016). The task is: Predict the reactants needed to synthesize the given product. (1) The reactants are: [O:1]=[C:2]1[CH2:6][CH2:5][N:4]([C:7]([O:9][CH2:10][C:11]2[CH:16]=[CH:15][CH:14]=[CH:13][CH:12]=2)=[O:8])[CH2:3]1.[C-:17]#[N:18].[K+].OS([O-])=O.[Na+]. Given the product [C:17]([C:2]1([OH:1])[CH2:6][CH2:5][N:4]([C:7]([O:9][CH2:10][C:11]2[CH:16]=[CH:15][CH:14]=[CH:13][CH:12]=2)=[O:8])[CH2:3]1)#[N:18], predict the reactants needed to synthesize it. (2) Given the product [Cl:1][C:2]1[CH:7]=[C:6]([Cl:8])[CH:5]=[CH:4][C:3]=1[C:9]1[N:10]=[C:11](/[CH:16]=[CH:17]/[C:18]2[CH:23]=[CH:22][C:21]([C:24]3[CH:25]=[CH:26][C:27]([O:30][C:32]4[S:33][CH:34]=[C:35]([C:37]([OH:39])=[O:38])[N:36]=4)=[CH:28][CH:29]=3)=[CH:20][CH:19]=2)[N:12]([CH2:14][CH3:15])[CH:13]=1, predict the reactants needed to synthesize it. The reactants are: [Cl:1][C:2]1[CH:7]=[C:6]([Cl:8])[CH:5]=[CH:4][C:3]=1[C:9]1[N:10]=[C:11](/[CH:16]=[CH:17]/[C:18]2[CH:23]=[CH:22][C:21]([C:24]3[CH:29]=[CH:28][C:27]([OH:30])=[CH:26][CH:25]=3)=[CH:20][CH:19]=2)[N:12]([CH2:14][CH3:15])[CH:13]=1.Br[C:32]1[S:33][CH:34]=[C:35]([C:37]([O:39]CC)=[O:38])[N:36]=1. (3) Given the product [Cl:23][C:24]1[CH:25]=[N:26][C:27]([N:30]2[CH2:35][CH2:34][CH:33]([C@H:36]([CH3:40])[CH2:37][CH:38]=[O:39])[CH2:32][CH2:31]2)=[N:28][CH:29]=1, predict the reactants needed to synthesize it. The reactants are: CC(OI1(OC(C)=O)(OC(C)=O)OC(=O)C2C=CC=CC1=2)=O.[Cl:23][C:24]1[CH:25]=[N:26][C:27]([N:30]2[CH2:35][CH2:34][CH:33]([C@H:36]([CH3:40])[CH2:37][CH2:38][OH:39])[CH2:32][CH2:31]2)=[N:28][CH:29]=1.C([O-])(O)=O.[Na+]. (4) Given the product [C:45]([O:49][C:50]([N:52]1[CH2:57][CH2:56][O:55][CH:54]([CH2:58][NH:59][C:10]([C:12]2[N:13]=[N:14][C:15]([CH2:31][CH2:32][CH2:33][CH3:34])=[C:16]([C:18]3[CH:23]=[CH:22][C:21]([O:24][CH:25]4[CH2:26][CH2:27][CH2:28][CH2:29][CH2:30]4)=[CH:20][CH:19]=3)[CH:17]=2)=[O:9])[CH2:53]1)=[O:51])([CH3:48])([CH3:47])[CH3:46], predict the reactants needed to synthesize it. The reactants are: Cl.FC1C([O:9][C:10]([C:12]2[N:13]=[N:14][C:15]([CH2:31][CH2:32][CH2:33][CH3:34])=[C:16]([C:18]3[CH:23]=[CH:22][C:21]([O:24][CH:25]4[CH2:30][CH2:29][CH2:28][CH2:27][CH2:26]4)=[CH:20][CH:19]=3)[CH:17]=2)=O)=C(F)C(F)=C(F)C=1F.N1C=CC=CC=1.[C:45]([O:49][C:50]([N:52]1[CH2:57][CH2:56][O:55][CH:54]([CH2:58][NH2:59])[CH2:53]1)=[O:51])([CH3:48])([CH3:47])[CH3:46]. (5) Given the product [CH2:1]([O:3][C:4]([C:6]1[S:7][C:8]([NH2:27])=[C:9]([C:25]#[N:26])[C:10]=1[C:11]1[CH:12]=[CH:13][C:14]([C:17]2[CH:22]=[CH:21][CH:20]=[CH:19][C:18]=2[C:45]#[N:46])=[CH:15][CH:16]=1)=[O:5])[CH3:2], predict the reactants needed to synthesize it. The reactants are: [CH2:1]([O:3][C:4]([C:6]1[S:7][C:8]([NH2:27])=[C:9]([C:25]#[N:26])[C:10]=1[C:11]1[CH:16]=[CH:15][C:14]([C:17]2[CH:22]=[CH:21][CH:20]=[CH:19][C:18]=2SC)=[CH:13][CH:12]=1)=[O:5])[CH3:2].C(OC(C1SC(N)=C([C:45]#[N:46])C=1C1C=CC(I)=CC=1)=O)C.C(C1C=CC=CC=1B(O)O)#N.